Dataset: Reaction yield outcomes from USPTO patents with 853,638 reactions. Task: Predict the reaction yield, written as a fraction of the theoretical maximum amount of product (1.0 means a 100% yield; for example, 0.34 means a 34% yield). (1) The reactants are [CH3:1][O:2][C:3](=[O:20])[C:4]1[CH:9]=[CH:8][C:7]([S:10][C:11]2[CH:16]=[CH:15][C:14]([O:17][CH3:18])=[CH:13][CH:12]=2)=[C:6]([NH2:19])[CH:5]=1.C([C:23]1[C:24]([N:30]=[CH:31][N:32]([CH3:34])C)=[N:25][C:26]([CH3:29])=[CH:27][CH:28]=1)#N. No catalyst specified. The product is [CH3:1][O:2][C:3](=[O:20])[C:4]1[CH:9]=[CH:8][C:7]([S:10][C:11]2[CH:16]=[CH:15][C:14]([O:17][CH3:18])=[CH:13][CH:12]=2)=[C:6]([NH:19][C:34]2[C:23]3[CH:28]=[CH:27][C:26]([CH3:29])=[N:25][C:24]=3[N:30]=[CH:31][N:32]=2)[CH:5]=1. The yield is 0.450. (2) The reactants are [C:1]([O:5][C:6]([NH:8][C@H:9]([CH3:16])[CH2:10]OS(C)(=O)=O)=[O:7])([CH3:4])([CH3:3])[CH3:2].[NH:17]1[CH2:22][CH2:21][O:20][CH2:19][CH2:18]1. The catalyst is C(#N)C. The product is [C:1]([O:5][C:6](=[O:7])[NH:8][C@H:9]([CH3:16])[CH2:10][N:17]1[CH2:22][CH2:21][O:20][CH2:19][CH2:18]1)([CH3:4])([CH3:3])[CH3:2]. The yield is 0.620. (3) The reactants are [F:1][C:2]1[CH:7]=[C:6]([O:8][CH3:9])[CH:5]=[CH:4][C:3]=1[C:10]1[C:18]([CH3:19])=[CH:17][C:16]2[C:12](=[CH:13][N:14]([CH2:20][O:21][CH2:22][CH2:23][Si:24]([CH3:27])([CH3:26])[CH3:25])[N:15]=2)[CH:11]=1.[Li]CCCC.[C:33](C#N)(=[O:37])[O:34][CH2:35][CH3:36]. The catalyst is C1COCC1. The product is [F:1][C:2]1[CH:7]=[C:6]([O:8][CH3:9])[CH:5]=[CH:4][C:3]=1[C:10]1[C:18]([CH3:19])=[CH:17][C:16]2[C:12](=[C:13]([C:33]([O:34][CH2:35][CH3:36])=[O:37])[N:14]([CH2:20][O:21][CH2:22][CH2:23][Si:24]([CH3:25])([CH3:27])[CH3:26])[N:15]=2)[CH:11]=1. The yield is 0.580. (4) The reactants are [C:1]([O:5][C:6]([C@H:8]1[CH2:10][C@H:9]1[C:11]([OH:13])=O)=[O:7])([CH3:4])([CH3:3])[CH3:2]. The catalyst is O1CCCC1. The product is [C:1]([O:5][C:6]([C@H:8]1[CH2:10][C@H:9]1[C:11](=[O:13])[CH2:8][C:6]([O:5][CH2:1][CH3:2])=[O:7])=[O:7])([CH3:2])([CH3:3])[CH3:4]. The yield is 0.641. (5) The reactants are Br[C:2]1[O:3][C:4]2[C:24]([O:25]C(=O)C)=[C:23]([O:29][CH3:30])[CH:22]=[CH:21][C:5]=2[C:6]=1[C:7](=[O:20])[C:8]1[CH:13]=[C:12]([O:14][CH3:15])[C:11]([O:16][CH3:17])=[C:10]([O:18][CH3:19])[CH:9]=1.[NH2:31][CH2:32][C:33]([OH:35])=[O:34].C(=O)([O-])[O-].[K+].[K+]. The product is [OH:25][C:24]1[C:4]2[O:3][C:2]([NH:31][CH2:32][C:33]([OH:35])=[O:34])=[C:6]([C:7](=[O:20])[C:8]3[CH:13]=[C:12]([O:14][CH3:15])[C:11]([O:16][CH3:17])=[C:10]([O:18][CH3:19])[CH:9]=3)[C:5]=2[CH:21]=[CH:22][C:23]=1[O:29][CH3:30]. The catalyst is CC#N.O. The yield is 0.510. (6) The reactants are [CH3:1][N:2]1[C@@H:18]2[CH2:19][C:7]3[CH:8]=[CH:9][C:10]([O:22][CH3:23])=[C:11]4[O:12][C@H:13]5[C:14]([O:20][CH3:21])=[CH:15][CH:16]=[C:17]2[C@:5]5([C:6]=34)[CH2:4][CH2:3]1.N1CCOCC1.O. The catalyst is COCC(O)C. The product is [CH3:1][N:2]1[C@@H:18]2[CH2:19][C:7]3[CH:8]=[CH:9][C:10]([O:22][CH3:23])=[C:11]4[O:12][C@H:13]5[C:14]([O:20][CH3:21])=[CH:15][CH2:16][C@@H:17]2[C@:5]5([C:6]=34)[CH2:4][CH2:3]1. The yield is 0.891. (7) The reactants are [CH3:1][C:2]1[N:3]=[C:4]([N:12]2[C:16](=[O:17])[NH:15][N:14]=[CH:13]2)[S:5][C:6]=1[C:7]([O:9][CH2:10][CH3:11])=[O:8].C(=O)([O-])[O-].[K+].[K+].CC1C=CC(S(O[CH2:35][CH2:36][CH:37]2[CH2:39][CH2:38]2)(=O)=O)=CC=1. The catalyst is CC(C)=O. The product is [CH:37]1([CH2:36][CH2:35][N:15]2[C:16](=[O:17])[N:12]([C:4]3[S:5][C:6]([C:7]([O:9][CH2:10][CH3:11])=[O:8])=[C:2]([CH3:1])[N:3]=3)[CH:13]=[N:14]2)[CH2:39][CH2:38]1. The yield is 0.630.